Dataset: Full USPTO retrosynthesis dataset with 1.9M reactions from patents (1976-2016). Task: Predict the reactants needed to synthesize the given product. (1) Given the product [ClH:6].[N:1]1([CH2:7][C:8]2[N:9]=[C:10]([C:13]3[CH:14]=[CH:15][C:16]([CH2:17][N:18]4[C:22]5[CH:23]=[CH:24][CH:25]=[CH:26][C:21]=5[N:20]=[CH:19]4)=[CH:27][CH:28]=3)[O:11][CH:12]=2)[CH2:5][CH2:4][CH2:3][CH2:2]1, predict the reactants needed to synthesize it. The reactants are: [NH:1]1[CH2:5][CH2:4][CH2:3][CH2:2]1.[Cl:6][CH2:7][C:8]1[N:9]=[C:10]([C:13]2[CH:28]=[CH:27][C:16]([CH2:17][N:18]3[C:22]4[CH:23]=[CH:24][CH:25]=[CH:26][C:21]=4[N:20]=[CH:19]3)=[CH:15][CH:14]=2)[O:11][CH:12]=1. (2) Given the product [CH2:18]([O:10][C:3]1[CH:4]=[C:5]([F:9])[C:6]([F:8])=[CH:7][C:2]=1[Br:1])[C:19]1[CH:24]=[CH:23][CH:22]=[CH:21][CH:20]=1, predict the reactants needed to synthesize it. The reactants are: [Br:1][C:2]1[CH:7]=[C:6]([F:8])[C:5]([F:9])=[CH:4][C:3]=1[OH:10].C(=O)([O-])[O-].[K+].[K+].Br[CH2:18][C:19]1[CH:24]=[CH:23][CH:22]=[CH:21][CH:20]=1. (3) Given the product [CH:28]1(/[CH:33]=[C:34](\[C:38]2[CH:43]=[CH:42][C:41]([N:44]3[C:48]([CH3:49])=[N:47][N:46]=[N:45]3)=[C:40]([C:50]([F:52])([F:51])[F:53])[CH:39]=2)/[C:35]([NH:54][C:55]2[S:56][CH:57]=[CH:58][N:59]=2)=[O:37])[CH2:32][CH2:31][CH2:30][CH2:29]1, predict the reactants needed to synthesize it. The reactants are: C1(P(C2C=CC=CC=2)C2C=CC=CC=2)C=CC=CC=1.BrN1C(=O)CCC1=O.[CH:28]1(/[CH:33]=[C:34](\[C:38]2[CH:43]=[CH:42][C:41]([N:44]3[C:48]([CH3:49])=[N:47][N:46]=[N:45]3)=[C:40]([C:50]([F:53])([F:52])[F:51])[CH:39]=2)/[C:35]([OH:37])=O)[CH2:32][CH2:31][CH2:30][CH2:29]1.[NH2:54][C:55]1[S:56][CH:57]=[CH:58][N:59]=1. (4) The reactants are: [CH3:1][N:2]1[CH:6]=[C:5]([N:7]2[CH:12]=[CH:11][C:10](=[O:13])[C:9]([CH2:14][C:15]3[CH:16]=[C:17]([C:21]4[N:26]=[CH:25][C:24]([NH:27]C(=O)OC(C)(C)C)=[CH:23][N:22]=4)[CH:18]=[CH:19][CH:20]=3)=[N:8]2)[CH:4]=[N:3]1.C(O)(C(F)(F)F)=O. Given the product [NH2:27][C:24]1[CH:23]=[N:22][C:21]([C:17]2[CH:16]=[C:15]([CH:20]=[CH:19][CH:18]=2)[CH2:14][C:9]2[C:10](=[O:13])[CH:11]=[CH:12][N:7]([C:5]3[CH:4]=[N:3][N:2]([CH3:1])[CH:6]=3)[N:8]=2)=[N:26][CH:25]=1, predict the reactants needed to synthesize it. (5) Given the product [CH2:25]([N:11]1[CH2:10][CH2:9][CH:8]([C:7]2[C:2]([F:1])=[C:3]([C:14](=[O:16])[CH3:15])[CH:4]=[CH:5][CH:6]=2)[CH2:13][CH2:12]1)[CH:24]=[CH2:23], predict the reactants needed to synthesize it. The reactants are: [F:1][C:2]1[C:7]([CH:8]2[CH2:13][CH2:12][NH:11][CH2:10][CH2:9]2)=[CH:6][CH:5]=[CH:4][C:3]=1[C:14](=[O:16])[CH3:15].C(=O)([O-])[O-].[K+].[K+].[CH2:23](Br)[CH:24]=[CH2:25]. (6) Given the product [Cl:1][C:2]1[C:40]([Cl:41])=[CH:39][C:5]2[NH:6][C:7]([O:9][CH:10]([C:19]3([C:25]4[CH:30]=[CH:29][C:28]([C:31]5[CH:36]=[CH:35][CH:34]=[C:33]([C:37]#[N:38])[CH:32]=5)=[CH:27][CH:26]=4)[CH2:24][CH2:23][N:22]([S:43]([CH3:42])(=[O:45])=[O:44])[CH2:21][CH2:20]3)[CH2:11][O:12][CH2:13][CH2:14][Si:15]([CH3:18])([CH3:17])[CH3:16])=[N:8][C:4]=2[CH:3]=1, predict the reactants needed to synthesize it. The reactants are: [Cl:1][C:2]1[C:40]([Cl:41])=[CH:39][C:5]2[NH:6][C:7]([O:9][CH:10]([C:19]3([C:25]4[CH:30]=[CH:29][C:28]([C:31]5[CH:36]=[CH:35][CH:34]=[C:33]([C:37]#[N:38])[CH:32]=5)=[CH:27][CH:26]=4)[CH2:24][CH2:23][NH:22][CH2:21][CH2:20]3)[CH2:11][O:12][CH2:13][CH2:14][Si:15]([CH3:18])([CH3:17])[CH3:16])=[N:8][C:4]=2[CH:3]=1.[CH3:42][S:43](Cl)(=[O:45])=[O:44].CCN(C(C)C)C(C)C.